Dataset: Forward reaction prediction with 1.9M reactions from USPTO patents (1976-2016). Task: Predict the product of the given reaction. (1) Given the reactants [Cl:1][C:2]1[CH:3]=[CH:4][C:5]2[N:11]3[CH:12]=[CH:13][CH:14]=[C:10]3[C:9](=[O:15])[CH:8]=[C:7]([C:16]3[CH:21]=[CH:20][CH:19]=[C:18]([O:22][CH3:23])[C:17]=3[O:24][CH3:25])[C:6]=2[CH:26]=1, predict the reaction product. The product is: [Cl:1][C:2]1[CH:3]=[CH:4][C:5]2[N:11]3[CH:12]=[CH:13][CH:14]=[C:10]3[C:9](=[O:15])[CH2:8][CH:7]([C:16]3[CH:21]=[CH:20][CH:19]=[C:18]([O:22][CH3:23])[C:17]=3[O:24][CH3:25])[C:6]=2[CH:26]=1. (2) Given the reactants [CH2:1]([C:3]([F:30])([CH2:28][CH3:29])[CH2:4][N:5]1[CH2:10][CH2:9][CH:8]([CH2:11][O:12][C:13]2[CH:14]=[N:15][C:16]([C:19]3[CH:27]=[CH:26][C:22]([C:23](O)=[O:24])=[CH:21][CH:20]=3)=[N:17][CH:18]=2)[CH2:7][CH2:6]1)[CH3:2].[NH:31]1[CH2:38][CH2:37][CH2:36][C@H:32]1[C:33]([NH2:35])=[O:34].C1C=CC2N(O)N=NC=2C=1.C(Cl)CCl.CCN(C(C)C)C(C)C.[NH4+].[Cl-], predict the reaction product. The product is: [CH2:1]([C:3]([F:30])([CH2:28][CH3:29])[CH2:4][N:5]1[CH2:6][CH2:7][CH:8]([CH2:11][O:12][C:13]2[CH:14]=[N:15][C:16]([C:19]3[CH:27]=[CH:26][C:22]([C:23]([N:31]4[CH2:38][CH2:37][CH2:36][C@H:32]4[C:33]([NH2:35])=[O:34])=[O:24])=[CH:21][CH:20]=3)=[N:17][CH:18]=2)[CH2:9][CH2:10]1)[CH3:2]. (3) Given the reactants Cl[C:2]1[C:3]2[CH2:19][CH2:18][CH2:17][C:4]=2[N:5]=[C:6]([C:8]2[CH:13]=[CH:12][C:11]([O:14][CH3:15])=[C:10]([F:16])[CH:9]=2)[N:7]=1.[CH2:20]([O:22][C:23](=[O:34])[CH2:24][C:25]1[CH:26]=[C:27]2[C:31](=[CH:32][CH:33]=1)[NH:30][N:29]=[CH:28]2)[CH3:21], predict the reaction product. The product is: [CH2:20]([O:22][C:23](=[O:34])[CH2:24][C:25]1[CH:26]=[C:27]2[C:31](=[CH:32][CH:33]=1)[N:30]([C:2]1[C:3]3[CH2:19][CH2:18][CH2:17][C:4]=3[N:5]=[C:6]([C:8]3[CH:13]=[CH:12][C:11]([O:14][CH3:15])=[C:10]([F:16])[CH:9]=3)[N:7]=1)[N:29]=[CH:28]2)[CH3:21]. (4) The product is: [CH3:1][O:2][C:3]([C:5]1[CH:10]=[CH:9][N:8]2[CH:11]=[N:12][CH:13]=[C:7]2[C:6]=1[NH:22][C:21]1[CH:23]=[CH:24][C:18]([CH:15]2[CH2:16][CH2:17]2)=[CH:19][C:20]=1[F:25])=[O:4]. Given the reactants [CH3:1][O:2][C:3]([C:5]1[CH:10]=[CH:9][N:8]2[CH:11]=[N:12][CH:13]=[C:7]2[C:6]=1Cl)=[O:4].[CH:15]1([C:18]2[CH:24]=[CH:23][C:21]([NH2:22])=[C:20]([F:25])[CH:19]=2)[CH2:17][CH2:16]1.C1(P(C2CCCCC2)C2C=CC=CC=2C2C(OC(C)C)=CC=CC=2OC(C)C)CCCCC1.[O-]P([O-])([O-])=O.[K+].[K+].[K+], predict the reaction product. (5) The product is: [CH3:22][N:10]([C:6]1[CH:7]=[CH:8][CH:9]=[C:4]([CH3:3])[CH:5]=1)[C:11]1[S:12][CH:13]=[C:14]([C:16]2[CH:21]=[CH:20][N:19]=[CH:18][CH:17]=2)[N:15]=1. Given the reactants [H-].[Na+].[CH3:3][C:4]1[CH:5]=[C:6]([NH:10][C:11]2[S:12][CH:13]=[C:14]([C:16]3[CH:21]=[CH:20][N:19]=[CH:18][CH:17]=3)[N:15]=2)[CH:7]=[CH:8][CH:9]=1.[CH3:22]I, predict the reaction product. (6) Given the reactants [CH:1]1([N:6]2[CH2:12][CH2:11][C:10]3[CH:13]=[CH:14][C:15]([CH:17]4[CH2:22][CH2:21][NH:20][CH2:19][CH2:18]4)=[CH:16][C:9]=3[CH2:8][CH2:7]2)[CH2:5][CH2:4][CH2:3][CH2:2]1.Cl[C:24]1[N:29]=[CH:28][C:27]([C:30]([NH:32][CH3:33])=[O:31])=[CH:26][CH:25]=1.C(=O)([O-])[O-].[K+].[K+], predict the reaction product. The product is: [CH:1]1([N:6]2[CH2:12][CH2:11][C:10]3[CH:13]=[CH:14][C:15]([CH:17]4[CH2:22][CH2:21][N:20]([C:24]5[N:29]=[CH:28][C:27]([C:30]([NH:32][CH3:33])=[O:31])=[CH:26][CH:25]=5)[CH2:19][CH2:18]4)=[CH:16][C:9]=3[CH2:8][CH2:7]2)[CH2:5][CH2:4][CH2:3][CH2:2]1. (7) Given the reactants Br[CH2:2][CH2:3][CH2:4][CH2:5][CH2:6][O:7][C:8]1[N:9]=[CH:10][C:11]2[C:16]([CH:17]=1)=[CH:15][CH:14]=[CH:13][CH:12]=2.Cl.Cl.[C:20]1([CH3:32])[CH:25]=[CH:24][CH:23]=[C:22]([N:26]2[CH2:31][CH2:30][NH:29][CH2:28][CH2:27]2)[CH:21]=1.ClC1C=C(N2CCN(CCCCCOC3N=CC4C(C=3)=CC=CC=4)CC2)C=CC=1, predict the reaction product. The product is: [C:20]1([CH3:32])[CH:25]=[CH:24][CH:23]=[C:22]([N:26]2[CH2:27][CH2:28][N:29]([CH2:2][CH2:3][CH2:4][CH2:5][CH2:6][O:7][C:8]3[N:9]=[CH:10][C:11]4[C:16]([CH:17]=3)=[CH:15][CH:14]=[CH:13][CH:12]=4)[CH2:30][CH2:31]2)[CH:21]=1.